This data is from Reaction yield outcomes from USPTO patents with 853,638 reactions. The task is: Predict the reaction yield, written as a fraction of the theoretical maximum amount of product (1.0 means a 100% yield; for example, 0.34 means a 34% yield). The reactants are [C:1]1(=[C:8]([C:25]2[CH:30]=[CH:29][C:28]([OH:31])=[CH:27][CH:26]=2)[C:9]2[CH:14]=[CH:13][C:12](/[CH:15]=[CH:16]/[P:17](=[O:24])([O:21]CC)[O:18][CH2:19][CH3:20])=[CH:11][CH:10]=2)[CH2:7][CH2:6][CH2:5][CH2:4][CH2:3][CH2:2]1.[OH-].[Na+]. The catalyst is CCO. The product is [C:1]1(=[C:8]([C:25]2[CH:30]=[CH:29][C:28]([OH:31])=[CH:27][CH:26]=2)[C:9]2[CH:14]=[CH:13][C:12](/[CH:15]=[CH:16]/[P:17](=[O:21])([OH:24])[O:18][CH2:19][CH3:20])=[CH:11][CH:10]=2)[CH2:7][CH2:6][CH2:5][CH2:4][CH2:3][CH2:2]1. The yield is 0.860.